From a dataset of Antibody developability classification from SAbDab with 2,409 antibodies. Regression/Classification. Given an antibody's heavy chain and light chain sequences, predict its developability. TAP uses regression for 5 developability metrics; SAbDab uses binary classification. (1) The antibody is ['1vfb', 'DIVLTQSPASLSASVGETVTITCRASGNIHNYLAWYQQKQGKSPQLLVYYTTTLADGVPSRFSGSGSGTQYSLKINSLQPEDFGSYYCQHFASTPRTFGGGTKLEIK']. Result: 0 (not developable). (2) Result: 0 (not developable). The antibody is ['DVQLQESGPGLVKPSQSLSLTCTVTGYSITSNYAWNWIRQFPGNKLEWMGFISSYGTTTYNPSLKSRFSITRDTSKNQFFLQLHSVTIEDTGTYFCTREGDYWGQGTTLTVSS', 'DVVLTQTPLSLPVSLGDQASISCRSSQRLVHSNGNIYLHWFLQKPGQSPKLLIYKLSSRFSGVPDRFSGSGSGTDFTLKISRVESEDLGIYYCSQTTHVPYTFGGGTKLEIK']. (3) The antibody is ['ELKLVETGGDLVKPGGSLTLSCEASGFTLRTYGMSWVRQTPQMRLEWVASISYGGLLYFSDSVKGRFTISRDIVRNILTLQMSRLRSEDTAIYYCARGTSFVRYFDVWGAGTTVTVSS', 'DVLLTQTPLSLPVSLGDQASISCRSSQTIVHTNGNTYFEWYLQKPGQSPHLLIYKVSNRLSGVPDRFSGSGSGTDFTLKISRVEAEDLGLYYCFQGSHSPWTFGGGTKLELK']. Result: 0 (not developable). (4) The antibody is ['QVQLVQSGAEMKKPGASVKVSCKTSGYTFTNYKINWVRQAPGQGLEWMGWMNPDTDSTGYPQKFQGRVTMTRNTSISTAYMELSSLRSEDTAVYYCARSYGSGSYYRDYYYGMDVWGQGTTVTVSS', 'EIVLTQSPATLSLSPGERATLSCRASQSVSSYLAWYQQKPGQAPRLLIYDASNRATGIPARFSGSGSGTDFTLTISSLEPEDFAVYYCQQRSNWPLTFGGGTKVEIK']. Result: 0 (not developable). (5) The antibody is ['VRLLESGGGLVQPGGSLKLSCAASGFDYSRYWMSWVRQAPGKGLKWIGEINPVSSTINYTPSLKDKFIISRDNAKDTLYLQISKVRSEDTALYYCARLYYGYGYWYFDVWGAGTTVTVSS', 'PROT_46A007BA']. Result: 0 (not developable). (6) The antibody is ['GVQLQESGPGLVKPSQSLSLTCTVTGYSITSDYAWNWIRQFPGNKLEWMGYITYSGSTGYNPSLKSRISITRDTSKNQFFLQLNSVTTEDTATYYCASYDDYTWFTYWGQGTLVTVSA', 'DVQMTQTPLTLSVTIGQPASISCESSQSLLYSNGKTYLNWLLQRPGQSPKRLIYLVSKLDSGVPDRFTGSGSGTDFTLRISRVEAEDLGVYYCVQGTHFPRTFGGGTKLEIK']. Result: 0 (not developable). (7) The antibody is ['EVQLVESGGGLVQPGGSLRLSCAASGFTFSSYDMHWVRQATGKGLEWVSAIGTAGDTYYPDSVKGRFTISRENAKNSLYLQMNSLRAGDTAVYYCVREGTYYHDSGSDNYYSYGMDVWGQGTTVTVSS', 'AIQLTQSPSSLSASVGDRVTITCRASQGISSALAWYQQKPGKAPKLLIYDASSLESGVPSRFSGSGSGTDFTLTISSLQPEDFATYYCQQFNSYLITFGQGTRLEIK']. Result: 1 (developable).